Dataset: Full USPTO retrosynthesis dataset with 1.9M reactions from patents (1976-2016). Task: Predict the reactants needed to synthesize the given product. (1) Given the product [CH:5]1[C:14]2[C:9](=[CH:10][CH:11]=[CH:12][CH:13]=2)[CH:8]=[CH:7][C:6]=1[C:15]([C:17]1[CH:19]=[CH:15][C:6]2[C:5](=[CH:14][CH:9]=[CH:8][CH:7]=2)[CH:18]=1)=[O:16], predict the reactants needed to synthesize it. The reactants are: [N-]=[N+]=[N-].[Na+].[CH:5]1[C:14]2[C:9](=[CH:10][CH:11]=[CH:12][CH:13]=2)[CH:8]=[CH:7][C:6]=1[C:15]([C:17](Br)([CH3:19])[CH3:18])=[O:16].CS(C)=O. (2) Given the product [Br:12][C:13]1[CH:14]=[CH:15][C:16]([NH:11][C@H:3]([CH3:2])[CH2:4][N:5]2[CH2:10][CH2:9][O:8][CH2:7][CH2:6]2)=[C:17]([N+:19]([O-:21])=[O:20])[CH:18]=1, predict the reactants needed to synthesize it. The reactants are: Cl.[CH3:2][C@@H:3]([NH2:11])[CH2:4][N:5]1[CH2:10][CH2:9][O:8][CH2:7][CH2:6]1.[Br:12][C:13]1[CH:14]=[CH:15][C:16](F)=[C:17]([N+:19]([O-:21])=[O:20])[CH:18]=1.C(N(CC)CC)C. (3) Given the product [CH2:1]([O:3][C:4](=[O:32])[CH:5]([C:10]1[CH:11]=[C:12]([C:22]2[CH:23]=[CH:24][C:25]([C:28]([F:29])([F:30])[F:31])=[CH:26][CH:27]=2)[CH:13]=[C:14]([CH:16]2[CH2:21][CH2:20][CH2:19][CH2:18][N:17]2[CH2:34][CH2:35][CH:36]([CH3:38])[CH3:37])[CH:15]=1)[CH2:6][CH:7]([CH3:9])[CH3:8])[CH3:2], predict the reactants needed to synthesize it. The reactants are: [CH2:1]([O:3][C:4](=[O:32])[CH:5]([C:10]1[CH:11]=[C:12]([C:22]2[CH:27]=[CH:26][C:25]([C:28]([F:31])([F:30])[F:29])=[CH:24][CH:23]=2)[CH:13]=[C:14]([CH:16]2[CH2:21][CH2:20][CH2:19][CH2:18][NH:17]2)[CH:15]=1)[CH2:6][CH:7]([CH3:9])[CH3:8])[CH3:2].I[CH2:34][CH2:35][CH:36]([CH3:38])[CH3:37].C(=O)([O-])[O-].[Cs+].[Cs+]. (4) Given the product [Cl:28][C:21]1[CH:20]=[C:19]([CH:24]=[C:23]([N+:25]([O-:27])=[O:26])[CH:22]=1)[N:8]([C:7]1[CH:10]=[C:11]([O:13][C:14]([F:16])([F:17])[F:15])[CH:12]=[C:5]([O:4][CH:1]([CH3:3])[CH3:2])[CH:6]=1)[CH3:9], predict the reactants needed to synthesize it. The reactants are: [CH:1]([O:4][C:5]1[CH:6]=[C:7]([CH:10]=[C:11]([O:13][C:14]([F:17])([F:16])[F:15])[CH:12]=1)[NH:8][CH3:9])([CH3:3])[CH3:2].Br[C:19]1[CH:24]=[C:23]([N+:25]([O-:27])=[O:26])[CH:22]=[C:21]([Cl:28])[CH:20]=1.C1C=CC(P(C2C(C3C(P(C4C=CC=CC=4)C4C=CC=CC=4)=CC=C4C=3C=CC=C4)=C3C(C=CC=C3)=CC=2)C2C=CC=CC=2)=CC=1.CC([O-])(C)C.[Na+]. (5) Given the product [Cl:18][C:15]([F:17])([F:16])[O:14][C:11]1[CH:12]=[CH:13][C:8]([NH:7][C:5](=[O:6])[C:4]2[CH:19]=[CH:20][C:21]([F:22])=[C:2]([C:28]3[NH:27][N:26]=[CH:25][C:24]=3[F:23])[CH:3]=2)=[CH:9][CH:10]=1, predict the reactants needed to synthesize it. The reactants are: Br[C:2]1[CH:3]=[C:4]([CH:19]=[CH:20][C:21]=1[F:22])[C:5]([NH:7][C:8]1[CH:13]=[CH:12][C:11]([O:14][C:15]([Cl:18])([F:17])[F:16])=[CH:10][CH:9]=1)=[O:6].[F:23][C:24]1[CH:25]=[N:26][NH:27][C:28]=1[Sn](CCCC)(CCCC)CCCC.C([O-])([O-])=O.[Na+].[Na+]. (6) Given the product [ClH:29].[ClH:29].[C:20]1([S:26]([N:14]2[C:15]3[C:11](=[CH:10][C:9]([CH2:8][N:5]4[CH2:4][CH2:3][N:2]([CH3:1])[CH2:7][CH2:6]4)=[CH:17][CH:16]=3)[CH:12]=[CH:13]2)(=[O:28])=[O:27])[CH:25]=[CH:24][CH:23]=[CH:22][CH:21]=1, predict the reactants needed to synthesize it. The reactants are: [CH3:1][N:2]1[CH2:7][CH2:6][N:5]([CH2:8][C:9]2[CH:10]=[C:11]3[C:15](=[CH:16][CH:17]=2)[NH:14][CH:13]=[CH:12]3)[CH2:4][CH2:3]1.[H-].[Na+].[C:20]1([S:26]([Cl:29])(=[O:28])=[O:27])[CH:25]=[CH:24][CH:23]=[CH:22][CH:21]=1. (7) Given the product [F:1][C:2]1[CH:3]=[CH:4][C:5]([CH2:6][O:7][C:8]2[CH:9]=[C:10]([CH:14]=[CH:15][CH:16]=2)[C:11]([NH:19][CH:20]2[CH:21]3[CH2:29][CH:25]4[CH2:24][C:23]([OH:30])([CH2:28][CH:27]2[CH2:26]4)[CH2:22]3)=[O:13])=[CH:17][CH:18]=1, predict the reactants needed to synthesize it. The reactants are: [F:1][C:2]1[CH:18]=[CH:17][C:5]([CH2:6][O:7][C:8]2[CH:9]=[C:10]([CH:14]=[CH:15][CH:16]=2)[C:11]([OH:13])=O)=[CH:4][CH:3]=1.[NH2:19][CH:20]1[CH:27]2[CH2:28][C:23]3([OH:30])[CH2:24][CH:25]([CH2:29][CH:21]1[CH2:22]3)[CH2:26]2. (8) Given the product [CH3:13][O:12][C:9]1[CH:10]=[C:11]2[C:6](=[CH:7][CH:8]=1)[C:5](=[O:14])[NH:4][CH:3]=[C:2]2[N:19]1[CH2:20][CH2:21][N:16]([CH3:15])[CH2:17][CH2:18]1, predict the reactants needed to synthesize it. The reactants are: Br[C:2]1[C:11]2[C:6](=[CH:7][CH:8]=[C:9]([O:12][CH3:13])[CH:10]=2)[C:5](=[O:14])[NH:4][CH:3]=1.[CH3:15][N:16]1[CH2:21][CH2:20][NH:19][CH2:18][CH2:17]1.CCN(C(C)C)C(C)C. (9) Given the product [Cl:21][C:3]1[C:2]([B:25]2[O:26][C:27]([CH3:29])([CH3:28])[C:23]([CH3:39])([CH3:22])[O:24]2)=[CH:7][CH:6]=[CH:5][C:4]=1[N:8]1[C:17](=[O:18])[C:16]2[C:11](=[C:12]([F:19])[CH:13]=[CH:14][CH:15]=2)[NH:10][C:9]1=[O:20], predict the reactants needed to synthesize it. The reactants are: Br[C:2]1[C:3]([Cl:21])=[C:4]([N:8]2[C:17](=[O:18])[C:16]3[C:11](=[C:12]([F:19])[CH:13]=[CH:14][CH:15]=3)[NH:10][C:9]2=[O:20])[CH:5]=[CH:6][CH:7]=1.[CH3:22][C:23]1([CH3:39])[C:27]([CH3:29])([CH3:28])[O:26][B:25]([B:25]2[O:26][C:27]([CH3:29])([CH3:28])[C:23]([CH3:39])([CH3:22])[O:24]2)[O:24]1.C([O-])(=O)C.[K+].